Dataset: Forward reaction prediction with 1.9M reactions from USPTO patents (1976-2016). Task: Predict the product of the given reaction. Given the reactants [CH3:1][N:2]1[CH:6]=[C:5]([CH:7]([C:14]2[CH:15]=[N:16][C:17]([C:20]([F:23])([F:22])[F:21])=[CH:18][CH:19]=2)[CH2:8]C(OCC)=O)[CH:4]=[N:3]1.C[Si](C)(C)O.[Na].Cl.CC[O:33][CH2:34]C.C[N:37]1C=C(C(C2C=NC(C(F)(F)F)=CC=2)CC(O)=O)C=N1.C1(P(N=[N+]=[N-])(C2C=CC=CC=2)=O)C=CC=CC=1.[C:74]([OH:78])([CH3:77])([CH3:76])[CH3:75], predict the reaction product. The product is: [CH3:1][N:2]1[CH:6]=[C:5]([CH:7]([C:14]2[CH:15]=[N:16][C:17]([C:20]([F:21])([F:22])[F:23])=[CH:18][CH:19]=2)[CH2:8][NH:37][C:34](=[O:33])[O:78][C:74]([CH3:77])([CH3:76])[CH3:75])[CH:4]=[N:3]1.